Task: Predict the reactants needed to synthesize the given product.. Dataset: Full USPTO retrosynthesis dataset with 1.9M reactions from patents (1976-2016) (1) Given the product [Si:32]([O:49][CH2:50][CH2:51][O:20][CH2:19][NH:18][C:16]([C:13]1[CH:12]=[C:11]([CH3:21])[C:10]([CH:9]([C:3]2[CH:4]=[C:5]([F:8])[CH:6]=[CH:7][C:2]=2[F:1])[S:22]([C:25]2[CH:26]=[CH:27][C:28]([F:31])=[CH:29][CH:30]=2)(=[O:24])=[O:23])=[CH:15][N:14]=1)=[O:17])([C:45]([CH3:46])([CH3:47])[CH3:48])([C:39]1[CH:40]=[CH:41][CH:42]=[CH:43][CH:44]=1)[C:33]1[CH:38]=[CH:37][CH:36]=[CH:35][CH:34]=1, predict the reactants needed to synthesize it. The reactants are: [F:1][C:2]1[CH:7]=[CH:6][C:5]([F:8])=[CH:4][C:3]=1[CH:9]([S:22]([C:25]1[CH:30]=[CH:29][C:28]([F:31])=[CH:27][CH:26]=1)(=[O:24])=[O:23])[C:10]1[C:11]([CH3:21])=[CH:12][C:13]([C:16]([NH:18][CH2:19][OH:20])=[O:17])=[N:14][CH:15]=1.[Si:32]([O:49][CH2:50][CH2:51]O)([C:45]([CH3:48])([CH3:47])[CH3:46])([C:39]1[CH:44]=[CH:43][CH:42]=[CH:41][CH:40]=1)[C:33]1[CH:38]=[CH:37][CH:36]=[CH:35][CH:34]=1.C1(C)C=CC(S(O)(=O)=O)=CC=1. (2) Given the product [ClH:30].[CH2:1]([C:8]1[C:13]([O:14][CH3:15])=[CH:12][C:11]([CH2:16][C@H:17]([NH2:19])[CH3:18])=[C:10]([O:26][CH3:27])[CH:9]=1)[C:2]1[CH:3]=[CH:4][CH:5]=[CH:6][CH:7]=1, predict the reactants needed to synthesize it. The reactants are: [CH2:1]([C:8]1[C:13]([O:14][CH3:15])=[CH:12][C:11]([CH2:16][C@H:17]([NH:19]C(=O)C(F)(F)F)[CH3:18])=[C:10]([O:26][CH3:27])[CH:9]=1)[C:2]1[CH:7]=[CH:6][CH:5]=[CH:4][CH:3]=1.[OH-].[Na+].[ClH:30].